From a dataset of Forward reaction prediction with 1.9M reactions from USPTO patents (1976-2016). Predict the product of the given reaction. (1) The product is: [N+:12]([C:15]1[CH:20]=[CH:19][CH:18]=[CH:17][C:16]=1[S:21][C:3]1[C:4]2[C:9](=[CH:8][C:7]([C:10]#[N:11])=[CH:6][CH:5]=2)[NH:1][CH:2]=1)([O-:14])=[O:13]. Given the reactants [NH:1]1[C:9]2[C:4](=[CH:5][CH:6]=[C:7]([C:10]#[N:11])[CH:8]=2)[CH:3]=[CH:2]1.[N+:12]([C:15]1[CH:20]=[CH:19][CH:18]=[CH:17][C:16]=1[S:21]Cl)([O-:14])=[O:13], predict the reaction product. (2) Given the reactants C([O:3][C:4](=O)[CH2:5][CH:6]1[CH2:11][CH2:10][N:9]([C:12]([O:14][C:15]([CH3:18])([CH3:17])[CH3:16])=[O:13])[CH2:8][CH2:7]1)C.[H-].[Al+3].[Li+].[H-].[H-].[H-].O.O.O.O.O.O.O.O.O.O.S([O-])([O-])(=O)=O.[Na+].[Na+], predict the reaction product. The product is: [OH:3][CH2:4][CH2:5][CH:6]1[CH2:7][CH2:8][N:9]([C:12]([O:14][C:15]([CH3:18])([CH3:17])[CH3:16])=[O:13])[CH2:10][CH2:11]1. (3) Given the reactants [N:1]1[C:10]2[CH:9]([NH:11][CH2:12][CH2:13][CH2:14][CH2:15][NH2:16])[CH2:8][CH2:7][CH2:6][C:5]=2[CH:4]=[CH:3][CH:2]=1.C(N(CC)CC)C.[CH3:24][C:25]([O:28][C:29](ON=C(C1C=CC=CC=1)C#N)=[O:30])([CH3:27])[CH3:26], predict the reaction product. The product is: [C:25]([O:28][C:29](=[O:30])[NH:16][CH2:15][CH2:14][CH2:13][CH2:12][NH:11][CH:9]1[C:10]2[N:1]=[CH:2][CH:3]=[CH:4][C:5]=2[CH2:6][CH2:7][CH2:8]1)([CH3:27])([CH3:26])[CH3:24]. (4) Given the reactants C([O:3][C:4](=O)[CH2:5][CH2:6][CH2:7][N:8]1[CH2:13][CH2:12][CH:11]([O:14][CH:15]([C:22]2[CH:27]=[CH:26][CH:25]=[CH:24][CH:23]=2)[C:16]2[CH:21]=[CH:20][CH:19]=[CH:18][CH:17]=2)[CH2:10][CH2:9]1)C.[H-].[H-].[H-].[H-].[Li+].[Al+3].O, predict the reaction product. The product is: [CH:15]([O:14][CH:11]1[CH2:12][CH2:13][N:8]([CH2:7][CH2:6][CH2:5][CH2:4][OH:3])[CH2:9][CH2:10]1)([C:22]1[CH:27]=[CH:26][CH:25]=[CH:24][CH:23]=1)[C:16]1[CH:21]=[CH:20][CH:19]=[CH:18][CH:17]=1. (5) The product is: [CH:1]1([C:4]2[NH:8][N:7]=[C:6]([NH:16][C:17]3[C:22](/[CH:34]=[CH:33]/[CH2:32][O:31][CH3:30])=[CH:21][N:20]=[C:19]([C:24]4[CH:29]=[CH:28][CH:27]=[CH:26][CH:25]=4)[N:18]=3)[CH:5]=2)[CH2:2][CH2:3]1. Given the reactants [CH:1]1([C:4]2[N:8](C(OC(C)(C)C)=O)[N:7]=[C:6]([NH:16][C:17]3[C:22](I)=[CH:21][N:20]=[C:19]([C:24]4[CH:29]=[CH:28][CH:27]=[CH:26][CH:25]=4)[N:18]=3)[CH:5]=2)[CH2:3][CH2:2]1.[CH3:30][O:31][CH2:32]/[CH:33]=[CH:34]/B1OC(C)(C)C(C)(C)O1.C([O-])([O-])=O.[K+].[K+], predict the reaction product. (6) Given the reactants Cl[C:2]1[CH:3]=[C:4]([S:12]([Cl:15])(=[O:14])=[O:13])[CH:5]=C[C:7]=1[C:8]([F:11])([F:10])[F:9].FC(F)(F)C1[N:23]=CC(N)=CC=1, predict the reaction product. The product is: [F:9][C:8]([F:11])([F:10])[C:7]1[N:23]=[CH:5][C:4]([S:12]([Cl:15])(=[O:14])=[O:13])=[CH:3][CH:2]=1. (7) Given the reactants [CH3:1][NH2:2].[Cl:3][C:4]1[CH:9]=[CH:8][C:7]([O:10][C:11]2[CH:16]=[CH:15][C:14]([S:17](Cl)(=[O:19])=[O:18])=[CH:13][CH:12]=2)=[CH:6][CH:5]=1, predict the reaction product. The product is: [CH3:1][NH:2][S:17]([C:14]1[CH:15]=[CH:16][C:11]([O:10][C:7]2[CH:8]=[CH:9][C:4]([Cl:3])=[CH:5][CH:6]=2)=[CH:12][CH:13]=1)(=[O:19])=[O:18].